From a dataset of Full USPTO retrosynthesis dataset with 1.9M reactions from patents (1976-2016). Predict the reactants needed to synthesize the given product. (1) Given the product [Br:16][C:10]1[C:9]([CH:17]2[CH2:19][CH2:18]2)=[N:8][C:7]([N:27]2[CH2:26][CH2:25][NH:24][C@H:23]([CH3:22])[CH2:28]2)=[C:12]([C:11]=1[CH3:15])[C:13]#[N:14], predict the reactants needed to synthesize it. The reactants are: FC(F)(F)S(O[C:7]1[C:12]([C:13]#[N:14])=[C:11]([CH3:15])[C:10]([Br:16])=[C:9]([CH:17]2[CH2:19][CH2:18]2)[N:8]=1)(=O)=O.[CH3:22][C@@H:23]1[CH2:28][NH:27][CH2:26][CH2:25][NH:24]1.C(N(CC)CC)C. (2) The reactants are: [NH2:1][C:2]1[CH:7]=[C:6]([C:8]#[N:9])[C:5]([C:10]#[N:11])=[CH:4][C:3]=1[NH2:12].[CH:13](=O)[C:14]1[CH:19]=[CH:18][CH:17]=[CH:16][CH:15]=1.O=O.I[CH2:24][CH2:25][CH3:26].C1CCN2C(=NCCC2)CC1. Given the product [C:10]([C:5]1[C:6]([C:8]#[N:9])=[CH:7][C:2]2[N:1]([CH2:24][CH2:25][CH3:26])[C:13]([C:14]3[CH:19]=[CH:18][CH:17]=[CH:16][CH:15]=3)=[N:12][C:3]=2[CH:4]=1)#[N:11], predict the reactants needed to synthesize it.